From a dataset of Forward reaction prediction with 1.9M reactions from USPTO patents (1976-2016). Predict the product of the given reaction. Given the reactants [ClH:1].Cl.[CH3:3][C@@H:4]1[N:9]([CH3:10])[CH2:8][CH2:7][N:6]([CH2:11][CH:12](C2CCCC[C@@H]2O)[C:13]2[CH:18]=[CH:17][CH:16]=[C:15]([O:19][C:20]([F:23])([F:22])[F:21])[CH:14]=2)[CH2:5]1.C[C@@H]1NCCN(C[C@@H](C2(O)CCCCC2)[C:40]2[CH:45]=[CH:44][CH:43]=[C:42]([O:46]C(F)(F)F)[CH:41]=2)C1, predict the reaction product. The product is: [ClH:1].[ClH:1].[CH3:3][C@@H:4]1[N:9]([CH3:10])[CH2:8][CH2:7][N:6]([CH2:11][C@@H:12]([C:42]2([OH:46])[CH2:43][CH2:44][CH2:45][CH2:40][CH2:41]2)[C:13]2[CH:18]=[CH:17][CH:16]=[C:15]([O:19][C:20]([F:21])([F:22])[F:23])[CH:14]=2)[CH2:5]1.